Dataset: Full USPTO retrosynthesis dataset with 1.9M reactions from patents (1976-2016). Task: Predict the reactants needed to synthesize the given product. (1) Given the product [ClH:41].[NH2:1][C:2]1[CH:9]=[C:8]([NH:10][C:11]2[N:20]=[C:19]([N:21]3[CH2:25][CH2:24][C@H:23]([NH:26][C:27](=[O:30])[CH2:28][CH3:29])[CH2:22]3)[C:18]3[C:13](=[CH:14][CH:15]=[CH:16][CH:17]=3)[N:12]=2)[CH:7]=[C:4]([C:5]#[N:6])[CH:3]=1, predict the reactants needed to synthesize it. The reactants are: [NH2:1][C:2]1[CH:3]=[C:4]([CH:7]=[C:8]([NH:10][C:11]2[N:20]=[C:19]([N:21]3[CH2:25][CH2:24][C@H:23]([NH2:26])[CH2:22]3)[C:18]3[C:13](=[CH:14][CH:15]=[CH:16][CH:17]=3)[N:12]=2)[CH:9]=1)[C:5]#[N:6].[C:27](O)(=[O:30])[CH2:28][CH3:29].C(N(C(C)C)CC)(C)C.[ClH:41].CN(C)CCCN=C=NCC.O.ON1C2C=CC=CC=2N=N1. (2) Given the product [O:33]1[C:34]2[CH:40]=[CH:39][CH:38]=[CH:37][C:35]=2[CH:36]=[C:32]1[C:30]([NH:29][CH2:28][CH2:27][CH2:26][CH2:25][O:24][C:19]1[CH:18]=[CH:17][C:16]([S:13]([N:11]([CH3:12])[C:4]2[C:3]([CH3:23])=[CH:2][CH:10]=[CH:9][C:5]=2[C:6]([OH:8])=[O:7])(=[O:14])=[O:15])=[CH:21][CH:20]=1)=[O:31], predict the reactants needed to synthesize it. The reactants are: C[C:2]1[CH:10]=[CH:9][C:5]([C:6]([OH:8])=[O:7])=[C:4]([N:11]([S:13]([C:16]2[CH:21]=[CH:20][C:19](F)=[CH:18][CH:17]=2)(=[O:15])=[O:14])[CH3:12])[C:3]=1[CH3:23].[OH:24][CH2:25][CH2:26][CH2:27][CH2:28][NH:29][C:30]([C:32]1[O:33][C:34]2[CH:40]=[CH:39][CH:38]=[CH:37][C:35]=2[CH:36]=1)=[O:31]. (3) The reactants are: [NH2:1][CH:2]1[C:11]2[C:6](=[CH:7][CH:8]=[C:9]([N+:12]([O-:14])=[O:13])[CH:10]=2)[NH:5][CH:4]([C:15]([CH3:19])([CH3:18])[CH2:16][OH:17])[CH2:3]1.[C:20](Cl)(=[O:23])[CH2:21][CH3:22].O.C(OCC)(=O)C. Given the product [OH:17][CH2:16][C:15]([CH:4]1[CH2:3][CH:2]([NH:1][C:20](=[O:23])[CH2:21][CH3:22])[C:11]2[C:6](=[CH:7][CH:8]=[C:9]([N+:12]([O-:14])=[O:13])[CH:10]=2)[NH:5]1)([CH3:19])[CH3:18], predict the reactants needed to synthesize it. (4) Given the product [Cl:1][C:2]1[CH:7]=[CH:6][CH:5]=[CH:4][C:3]=1[O:8][C:16]1[N:24]=[C:23]([C:25]2[CH:30]=[CH:29][C:28]([CH3:31])=[C:27]([F:32])[CH:26]=2)[CH:22]=[C:21]([C:33]([F:35])([F:36])[F:34])[C:17]=1[C:18]([NH2:20])=[O:19], predict the reactants needed to synthesize it. The reactants are: [Cl:1][C:2]1[CH:7]=[CH:6][CH:5]=[CH:4][C:3]=1[OH:8].C(=O)([O-])[O-].[K+].[K+].Cl[C:16]1[N:24]=[C:23]([C:25]2[CH:30]=[CH:29][C:28]([CH3:31])=[C:27]([F:32])[CH:26]=2)[CH:22]=[C:21]([C:33]([F:36])([F:35])[F:34])[C:17]=1[C:18]([NH2:20])=[O:19].